This data is from Peptide-MHC class I binding affinity with 185,985 pairs from IEDB/IMGT. The task is: Regression. Given a peptide amino acid sequence and an MHC pseudo amino acid sequence, predict their binding affinity value. This is MHC class I binding data. (1) The peptide sequence is SFGAGTLAK. The MHC is HLA-B27:05 with pseudo-sequence HLA-B27:05. The binding affinity (normalized) is 0.0847. (2) The peptide sequence is YSKLTSMHF. The MHC is HLA-B15:01 with pseudo-sequence HLA-B15:01. The binding affinity (normalized) is 1.00. (3) The peptide sequence is YVKALTKNY. The MHC is HLA-A31:01 with pseudo-sequence HLA-A31:01. The binding affinity (normalized) is 0. (4) The peptide sequence is IYAGSLSAL. The MHC is HLA-B07:02 with pseudo-sequence HLA-B07:02. The binding affinity (normalized) is 0.0847. (5) The peptide sequence is KEVALLRTY. The MHC is HLA-B44:03 with pseudo-sequence HLA-B44:03. The binding affinity (normalized) is 0.616. (6) The peptide sequence is ALGPFQSFVS. The MHC is H-2-Kb with pseudo-sequence H-2-Kb. The binding affinity (normalized) is 0.234. (7) The peptide sequence is SEVKFKYVL. The MHC is HLA-B58:01 with pseudo-sequence HLA-B58:01. The binding affinity (normalized) is 0.0847.